The task is: Predict the product of the given reaction.. This data is from Forward reaction prediction with 1.9M reactions from USPTO patents (1976-2016). Given the reactants [CH3:1][O:2][C:3]1[CH:4]=[C:5]2[C:10](=[CH:11][CH:12]=1)[N:9]=[CH:8][CH:7]=[C:6]2[CH3:13].[NH2-].[Na+].C1(C)C=CC=CC=1.[CH2:23]([O:25][C:26](=O)[O:27]CC)[CH3:24], predict the reaction product. The product is: [CH2:23]([O:25][C:26](=[O:27])[CH2:13][C:6]1[C:5]2[C:10](=[CH:11][CH:12]=[C:3]([O:2][CH3:1])[CH:4]=2)[N:9]=[CH:8][CH:7]=1)[CH3:24].